Task: Predict the reactants needed to synthesize the given product.. Dataset: Retrosynthesis with 50K atom-mapped reactions and 10 reaction types from USPTO (1) Given the product CC(C)(C)C(=O)c1ccc(CO)cc1, predict the reactants needed to synthesize it. The reactants are: CC(=O)OCc1ccc(C(=O)C(C)(C)C)cc1. (2) The reactants are: CC(C)(C)OC(=O)N1CCC[C@@H]1C(=O)O.Cc1ccc2c(c1NC(=O)Cc1ccc(C(F)(F)F)c(F)c1)CCNC2. Given the product Cc1ccc2c(c1NC(=O)Cc1ccc(C(F)(F)F)c(F)c1)CCN(C(=O)[C@H]1CCCN1C(=O)OC(C)(C)C)C2, predict the reactants needed to synthesize it. (3) Given the product CC(C)C1Oc2ccc(C(F)(F)F)cc2N(CCC(=O)O)C1=O, predict the reactants needed to synthesize it. The reactants are: COC(=O)CCN1C(=O)C(C(C)C)Oc2ccc(C(F)(F)F)cc21. (4) Given the product Cc1nn2c(-c3ccc(Cl)cc3Cl)c(C)oc2c1C=O, predict the reactants needed to synthesize it. The reactants are: CN(C)C=O.Cc1cc2oc(C)c(-c3ccc(Cl)cc3Cl)n2n1. (5) Given the product CN1CCC(N2CCC(n3nc(-c4ccc(Oc5ccccc5)cc4)c4c(N)ncnc43)C2)CC1, predict the reactants needed to synthesize it. The reactants are: CN1CCC(=O)CC1.Nc1ncnc2c1c(-c1ccc(Oc3ccccc3)cc1)nn2C1CCNC1. (6) Given the product CC(C)(C(=O)O)c1ccc(CNC(=O)c2cccnc2Oc2ccc3c(c2)OCO3)cc1, predict the reactants needed to synthesize it. The reactants are: COC(=O)C(C)(C)c1ccc(CNC(=O)c2cccnc2Oc2ccc3c(c2)OCO3)cc1. (7) The reactants are: Cc1cc(C=O)cc(-c2cncc(N[C@@H](C)c3ccccc3)n2)c1.O=C1CSC(=O)N1. Given the product Cc1cc(C=C2SC(=O)NC2=O)cc(-c2cncc(N[C@@H](C)c3ccccc3)n2)c1, predict the reactants needed to synthesize it.